From a dataset of Experimentally validated miRNA-target interactions with 360,000+ pairs, plus equal number of negative samples. Binary Classification. Given a miRNA mature sequence and a target amino acid sequence, predict their likelihood of interaction. The protein sequence of the target gene is MKLWTYLLYPSLLACLSLQSQSPMPSVRGSCDTLCNCEEKDGIMIINCEEKGINKLSQISVPPSRPFHLSLLNNGLTMLHTNDFSGLTNALSIHLGFNNIADIETGAFNGLGLLKQLHINHNSLEILKEDTFHGLENLEFLQADNNFITIIEPSAFSKLNRLKVLILNDNAIESLPPNIFRFVPLTHLDLRGNQLQTLPYVGFLEHIGRILDLQLEDNKWACNCELLQLKNWLENMPPQSIIGDVICYSPPPFKGSVLSRLKKESFCPTPPVYEEHEDPSGSLLAITSSTSDSRLSSKNT.... Result: 1 (interaction). The miRNA is mmu-miR-758-3p with sequence UUUGUGACCUGGUCCACUA.